This data is from Full USPTO retrosynthesis dataset with 1.9M reactions from patents (1976-2016). The task is: Predict the reactants needed to synthesize the given product. (1) Given the product [Br:1][C:2]1[CH:3]=[C:4]([C:5]([N:12]2[CH2:17][CH2:16][O:15][CH2:14][CH2:13]2)=[O:7])[CH:8]=[CH:9][C:10]=1[CH3:11], predict the reactants needed to synthesize it. The reactants are: [Br:1][C:2]1[CH:3]=[C:4]([CH:8]=[CH:9][C:10]=1[CH3:11])[C:5]([OH:7])=O.[NH:12]1[CH2:17][CH2:16][O:15][CH2:14][CH2:13]1.[Cl-].[NH4+]. (2) Given the product [CH3:13][O:1][C:2]1[CH:3]=[CH:4][C:5]([N+:10]([O-:12])=[O:11])=[C:6]([CH:9]=1)[CH:7]=[O:8], predict the reactants needed to synthesize it. The reactants are: [OH:1][C:2]1[CH:3]=[CH:4][C:5]([N+:10]([O-:12])=[O:11])=[C:6]([CH:9]=1)[CH:7]=[O:8].[CH3:13]N(C)C=O.C(=O)([O-])[O-].[K+].[K+].CI. (3) Given the product [C:18]([O:22][C:23](=[O:28])[NH:24][CH2:25][CH2:26][NH:1][C@H:2]([C:3](=[O:4])[NH:5][C:6]1[S:7][CH:8]=[CH:9][N:10]=1)[CH2:11][CH:12]1[CH2:17][CH2:16][CH2:15][CH2:14][CH2:13]1)([CH3:21])([CH3:20])[CH3:19], predict the reactants needed to synthesize it. The reactants are: [NH2:1][C@@H:2]([CH2:11][CH:12]1[CH2:17][CH2:16][CH2:15][CH2:14][CH2:13]1)[C:3]([NH:5][C:6]1[S:7][CH:8]=[CH:9][N:10]=1)=[O:4].[C:18]([O:22][C:23](=[O:28])[NH:24][CH2:25][CH:26]=O)([CH3:21])([CH3:20])[CH3:19].[BH-](OC(C)=O)(OC(C)=O)OC(C)=O.[Na+]. (4) Given the product [C:1]([O:4][CH:5]1[CH:10]([O:11][C:12](=[O:14])[CH3:13])[CH:9]([O:15][C:16](=[O:18])[CH3:17])[CH:8]([CH2:19][O:20][C:21](=[O:23])[CH3:22])[O:7][CH:6]1[O:24][C:25]1[CH:29]=[C:28]([CH:30]([CH3:32])[CH3:31])[S:27][C:26]=1[CH2:33][C:34]1[CH:35]=[CH:36][C:37]([O:40][CH3:41])=[CH:38][CH:39]=1)(=[O:3])[CH3:2], predict the reactants needed to synthesize it. The reactants are: [C:1]([O:4][CH:5]1[CH:10]([O:11][C:12](=[O:14])[CH3:13])[CH:9]([O:15][C:16](=[O:18])[CH3:17])[CH:8]([CH2:19][O:20][C:21](=[O:23])[CH3:22])[O:7][CH:6]1[O:24][C:25]1[CH:29]=[C:28]([CH:30]([CH3:32])[CH3:31])[S:27][C:26]=1[C:33](=O)[C:34]1[CH:39]=[CH:38][C:37]([O:40][CH3:41])=[CH:36][CH:35]=1)(=[O:3])[CH3:2].C[Si](C)(C)Cl.C([BH3-])#N.[Na+]. (5) Given the product [Cl:21][C:19]1[CH:18]=[CH:17][C:16]([N+:22]([O-:24])=[O:23])=[C:15]([C:7]2[C:6]([O:12][CH3:13])=[CH:5][N:4]=[C:3]([O:2][CH3:1])[CH:8]=2)[CH:20]=1, predict the reactants needed to synthesize it. The reactants are: [CH3:1][O:2][C:3]1[CH:8]=[C:7](B(O)O)[C:6]([O:12][CH3:13])=[CH:5][N:4]=1.Br[C:15]1[CH:20]=[C:19]([Cl:21])[CH:18]=[CH:17][C:16]=1[N+:22]([O-:24])=[O:23].